From a dataset of Peptide-MHC class I binding affinity with 185,985 pairs from IEDB/IMGT. Regression. Given a peptide amino acid sequence and an MHC pseudo amino acid sequence, predict their binding affinity value. This is MHC class I binding data. (1) The peptide sequence is CSEVPQSGY. The MHC is HLA-B38:01 with pseudo-sequence HLA-B38:01. The binding affinity (normalized) is 0.0847. (2) The MHC is HLA-A24:02 with pseudo-sequence HLA-A24:02. The peptide sequence is IYIEGLMHN. The binding affinity (normalized) is 0.272.